Task: Binary Classification. Given a T-cell receptor sequence (or CDR3 region) and an epitope sequence, predict whether binding occurs between them.. Dataset: TCR-epitope binding with 47,182 pairs between 192 epitopes and 23,139 TCRs The epitope is GPGHKARVL. The TCR CDR3 sequence is CASFRTGTSETQYF. Result: 1 (the TCR binds to the epitope).